This data is from Full USPTO retrosynthesis dataset with 1.9M reactions from patents (1976-2016). The task is: Predict the reactants needed to synthesize the given product. (1) Given the product [CH:26]1([CH2:25][C@H:3]([NH:2][C:43]([C:41]2[CH:42]=[N:38][NH:39][CH:40]=2)=[O:44])[C:4](=[O:5])[NH:6][C@H:7]2[CH2:13][CH2:12][C@@H:11]([CH3:14])[N:10]([S:15]([C:18]3[CH:23]=[CH:22][CH:21]=[CH:20][N:19]=3)(=[O:16])=[O:17])[CH2:9][C:8]2=[O:24])[CH2:27][CH2:28][CH2:29][CH2:30]1, predict the reactants needed to synthesize it. The reactants are: Cl.[NH2:2][C@@H:3]([CH2:25][CH:26]1[CH2:30][CH2:29][CH2:28][CH2:27]1)[C:4]([NH:6][C@H:7]1[CH2:13][CH2:12][C@@H:11]([CH3:14])[N:10]([S:15]([C:18]2[CH:23]=[CH:22][CH:21]=[CH:20][N:19]=2)(=[O:17])=[O:16])[CH2:9][C@@H:8]1[OH:24])=[O:5].C(OC([N:38]1[CH:42]=[C:41]([C:43](O)=[O:44])[CH:40]=[N:39]1)=O)(C)(C)C.CC(OI1(OC(C)=O)(OC(C)=O)OC(=O)C2C=CC=CC1=2)=O. (2) The reactants are: [NH2:1][C:2]1[CH:11]=[CH:10][CH:9]=[C:8]2[C:3]=1[CH2:4][CH:5]([OH:12])[CH2:6][NH:7]2.[F:13][C:14]([F:26])([F:25])[C:15]1[CH:24]=[CH:23][C:18]([CH2:19][N:20]=[C:21]=[O:22])=[CH:17][CH:16]=1. Given the product [OH:12][CH:5]1[CH2:4][C:3]2[C:8](=[CH:9][CH:10]=[CH:11][C:2]=2[NH:1][C:21]([NH:20][CH2:19][C:18]2[CH:17]=[CH:16][C:15]([C:14]([F:13])([F:26])[F:25])=[CH:24][CH:23]=2)=[O:22])[NH:7][CH2:6]1, predict the reactants needed to synthesize it. (3) Given the product [Br:23][C:24]1[CH:29]=[CH:28][C:27]([N:30]2[C:2]3[C:3](=[CH:4][CH:5]=[CH:6][C:7]=3[C:8]([F:11])([F:10])[F:9])[C:12]([C:14]3[CH:19]=[CH:18][C:17]([O:20][CH3:21])=[CH:16][CH:15]=3)=[N:31]2)=[CH:26][CH:25]=1, predict the reactants needed to synthesize it. The reactants are: F[C:2]1[C:7]([C:8]([F:11])([F:10])[F:9])=[CH:6][CH:5]=[CH:4][C:3]=1[C:12]([C:14]1[CH:19]=[CH:18][C:17]([O:20][CH3:21])=[CH:16][CH:15]=1)=O.Cl.[Br:23][C:24]1[CH:29]=[CH:28][C:27]([NH:30][NH2:31])=[CH:26][CH:25]=1. (4) Given the product [Cl:26][C:23]1[CH:24]=[CH:25][C:20]([CH2:19][O:18][C:14]2[CH:13]=[N:12][N:11]([CH2:10][C:9]([C:6]3[CH:7]=[CH:8][C:3]([CH2:2][N:35]4[CH2:41][CH2:40][CH2:39][C@H:36]4[CH2:37][OH:38])=[CH:4][C:5]=3[CH3:28])=[O:27])[C:16](=[O:17])[CH:15]=2)=[N:21][CH:22]=1, predict the reactants needed to synthesize it. The reactants are: Br[CH2:2][C:3]1[CH:8]=[CH:7][C:6]([C:9](=[O:27])[CH2:10][N:11]2[C:16](=[O:17])[CH:15]=[C:14]([O:18][CH2:19][C:20]3[CH:25]=[CH:24][C:23]([Cl:26])=[CH:22][N:21]=3)[CH:13]=[N:12]2)=[C:5]([CH3:28])[CH:4]=1.C([O-])([O-])=O.[Cs+].[Cs+].[NH:35]1[CH2:41][CH2:40][CH2:39][C@H:36]1[CH2:37][OH:38]. (5) Given the product [CH3:1][S:2]([OH:5])(=[O:4])=[O:3].[NH:43]=[C:42]1[N:16]([C:17]2[CH:22]=[CH:21][C:20]([NH:23][C:24]([C:26]3[C:31]([C:32]([NH:34][C:35]4[CH:40]=[CH:39][C:38]([CH3:41])=[CH:37][N:36]=4)=[O:33])=[N:30][CH:29]=[CH:28][N:27]=3)=[O:25])=[CH:19][CH:18]=2)[CH2:15][CH2:14][O:13]1, predict the reactants needed to synthesize it. The reactants are: [CH3:1][S:2]([OH:5])(=[O:4])=[O:3].[Si]([O:13][CH2:14][CH2:15][N:16]([C:42]#[N:43])[C:17]1[CH:22]=[CH:21][C:20]([NH:23][C:24]([C:26]2[C:31]([C:32]([NH:34][C:35]3[CH:40]=[CH:39][C:38]([CH3:41])=[CH:37][N:36]=3)=[O:33])=[N:30][CH:29]=[CH:28][N:27]=2)=[O:25])=[CH:19][CH:18]=1)(C(C)(C)C)(C)C. (6) Given the product [C:1]1([C:7]2[NH:8][C:9]3[C:14]([C:15]=2[CH:20]([N:21]2[CH2:25][CH2:24][CH2:23][CH2:22]2)[C:19]2[CH:26]=[CH:27][CH:28]=[CH:29][C:18]=2[CH3:17])=[CH:13][CH:12]=[CH:11][CH:10]=3)[CH:6]=[CH:5][CH:4]=[CH:3][CH:2]=1, predict the reactants needed to synthesize it. The reactants are: [C:1]1([C:7]2[NH:8][C:9]3[C:14]([CH:15]=2)=[CH:13][CH:12]=[CH:11][CH:10]=3)[CH:6]=[CH:5][CH:4]=[CH:3][CH:2]=1.[Cl-].[CH3:17][C:18]1[CH:29]=[CH:28][CH:27]=[CH:26][C:19]=1[CH:20]=[N+:21]1[CH2:25][CH2:24][CH2:23][CH2:22]1.